Dataset: Forward reaction prediction with 1.9M reactions from USPTO patents (1976-2016). Task: Predict the product of the given reaction. Given the reactants [Cl:1][C:2]1[CH:32]=[CH:31][C:5]([CH2:6][N:7]2[C:12]([NH:13][C:14]3[CH:19]=[CH:18][C:17]([O:20][CH:21]([CH3:23])[CH3:22])=[C:16]([F:24])[CH:15]=3)=[N:11][C:10](=[O:25])[N:9]([CH2:26][C:27]([OH:29])=O)[C:8]2=[O:30])=[CH:4][CH:3]=1.Cl.CN.O.O[N:38]1[C:42]2C=CC=CC=2N=N1.Cl.CN(C)CCCN=C=NCC.C(N(CC)CC)C, predict the reaction product. The product is: [Cl:1][C:2]1[CH:3]=[CH:4][C:5]([CH2:6][N:7]2[C:12]([NH:13][C:14]3[CH:19]=[CH:18][C:17]([O:20][CH:21]([CH3:22])[CH3:23])=[C:16]([F:24])[CH:15]=3)=[N:11][C:10](=[O:25])[N:9]([CH2:26][C:27](=[O:29])[NH:38][CH3:42])[C:8]2=[O:30])=[CH:31][CH:32]=1.